This data is from Catalyst prediction with 721,799 reactions and 888 catalyst types from USPTO. The task is: Predict which catalyst facilitates the given reaction. Reactant: Br[C:2]1[C:8]([F:9])=[CH:7][C:5]([NH2:6])=[CH:4][C:3]=1[F:10].[CH3:11][C:12]1([CH3:28])[C:16]([CH3:18])([CH3:17])[O:15][B:14]([B:14]2[O:15][C:16]([CH3:18])([CH3:17])[C:12]([CH3:28])([CH3:11])[O:13]2)[O:13]1.C([O-])(=O)C.[K+].ClCCl. Product: [F:10][C:3]1[CH:4]=[C:5]([CH:7]=[C:8]([F:9])[C:2]=1[B:14]1[O:15][C:16]([CH3:18])([CH3:17])[C:12]([CH3:28])([CH3:11])[O:13]1)[NH2:6]. The catalyst class is: 151.